This data is from Full USPTO retrosynthesis dataset with 1.9M reactions from patents (1976-2016). The task is: Predict the reactants needed to synthesize the given product. (1) Given the product [F:1][C:2]1[CH:3]=[CH:4][C:5]([C:8]2[C:13]([C:14]([O:16][CH3:17])=[O:15])=[C:12]([CH:18]([CH3:20])[CH3:19])[N:11]=[C:10]([N:21]([S:27]([CH3:25])(=[O:29])=[O:28])[CH3:22])[N:9]=2)=[CH:6][CH:7]=1, predict the reactants needed to synthesize it. The reactants are: [F:1][C:2]1[CH:7]=[CH:6][C:5]([C:8]2[C:13]([C:14]([O:16][CH3:17])=[O:15])=[C:12]([CH:18]([CH3:20])[CH3:19])[N:11]=[C:10]([NH:21][CH3:22])[N:9]=2)=[CH:4][CH:3]=1.[H-].[Na+].[CH2:25]([S:27](Cl)(=[O:29])=[O:28])C. (2) Given the product [Br:1][C:2]1[CH:3]=[C:4]2[C:9](=[CH:10][CH:11]=1)[N:8]=[C:7]([NH:12][CH2:13][C:14]1[CH:19]=[CH:18][C:17]([O:20][CH3:21])=[CH:16][CH:15]=1)[C:6]([N:27]1[CH2:28][CH2:29][O:30][CH:25]([CH2:23][CH3:24])[CH2:26]1)=[CH:5]2, predict the reactants needed to synthesize it. The reactants are: [Br:1][C:2]1[CH:3]=[C:4]2[C:9](=[CH:10][CH:11]=1)[N:8]=[C:7]([NH:12][CH2:13][C:14]1[CH:19]=[CH:18][C:17]([O:20][CH3:21])=[CH:16][CH:15]=1)[C:6](I)=[CH:5]2.[CH2:23]([CH:25]1[O:30][CH2:29][CH2:28][NH:27][CH2:26]1)[CH3:24].C(=O)([O-])[O-].[Cs+].[Cs+].C(C1CCCCC1=O)(=O)C(C)C. (3) Given the product [CH2:11]([O:8][C:7](=[O:9])[C@H:2]([CH2:3][CH:4]([CH3:6])[CH3:5])[NH2:1])[CH3:12], predict the reactants needed to synthesize it. The reactants are: [NH2:1][CH:2]([C:7]([OH:9])=[O:8])[CH2:3][CH:4]([CH3:6])[CH3:5].Cl.[CH2:11](O)[CH3:12]. (4) Given the product [F:2][C:3]1[CH:8]=[CH:7][C:6]([NH:9][C:10]2[C:15]([NH:16][N:17]=[CH:26][C:22]3[O:21][CH:25]=[CH:24][CH:23]=3)=[N:14][C:13]3=[N:18][O:19][N:20]=[C:12]3[N:11]=2)=[CH:5][CH:4]=1, predict the reactants needed to synthesize it. The reactants are: Cl.[F:2][C:3]1[CH:8]=[CH:7][C:6]([NH:9][C:10]2[C:15]([NH:16][NH2:17])=[N:14][C:13]3=[N:18][O:19][N:20]=[C:12]3[N:11]=2)=[CH:5][CH:4]=1.[O:21]1[CH:25]=[CH:24][CH:23]=[C:22]1[CH:26]=O. (5) The reactants are: C([O:8][C@H:9]1[CH2:33][N:12]2[C@@H:13]([C:29]([CH3:32])([CH3:31])[CH3:30])[N:14]([C:17]3[C:26]4[C:21](=[CH:22][CH:23]=[CH:24][CH:25]=4)[C:20]([C:27]#[N:28])=[CH:19][CH:18]=3)[C:15](=[O:16])[C@@H:11]2[CH2:10]1)C1C=CC=CC=1.B(Cl)(Cl)Cl.C(Cl)Cl. Given the product [C:29]([C@@H:13]1[N:12]2[CH2:33][C@H:9]([OH:8])[CH2:10][C@H:11]2[C:15](=[O:16])[N:14]1[C:17]1[C:26]2[C:21](=[CH:22][CH:23]=[CH:24][CH:25]=2)[C:20]([C:27]#[N:28])=[CH:19][CH:18]=1)([CH3:32])([CH3:30])[CH3:31], predict the reactants needed to synthesize it. (6) Given the product [CH3:1][O:2][C:3](=[O:28])[C:4]1[CH:9]=[CH:8][C:7]([CH3:10])=[C:6]([N:11]2[CH:12]=[C:13]([C:15]3[CH:16]=[N:17][N:18]([C:22]4[CH:27]=[CH:26][CH:25]=[CH:24][CH:23]=4)[C:19]=3[CH2:20][CH3:21])[N:30]=[C:29]2[SH:31])[CH:5]=1, predict the reactants needed to synthesize it. The reactants are: [CH3:1][O:2][C:3](=[O:28])[C:4]1[CH:9]=[CH:8][C:7]([CH3:10])=[C:6]([NH:11][CH2:12][C:13]([C:15]2[CH:16]=[N:17][N:18]([C:22]3[CH:27]=[CH:26][CH:25]=[CH:24][CH:23]=3)[C:19]=2[CH2:20][CH3:21])=O)[CH:5]=1.[C:29]([S-:31])#[N:30].[K+]. (7) Given the product [F:5][C:6]([F:24])([F:23])[O:7][C:8]1[CH:9]=[C:10]([CH:20]=[CH:21][CH:22]=1)[O:11][C:12]1[CH:17]=[CH:16][CH:15]=[CH:14][C:13]=1[CH2:18][Br:2], predict the reactants needed to synthesize it. The reactants are: P(Br)(Br)[Br:2].[F:5][C:6]([F:24])([F:23])[O:7][C:8]1[CH:9]=[C:10]([CH:20]=[CH:21][CH:22]=1)[O:11][C:12]1[CH:17]=[CH:16][CH:15]=[CH:14][C:13]=1[CH2:18]O.